Predict the reaction yield, written as a fraction of the theoretical maximum amount of product (1.0 means a 100% yield; for example, 0.34 means a 34% yield). From a dataset of Reaction yield outcomes from USPTO patents with 853,638 reactions. (1) The reactants are Cl[C:2]1[CH:11]=[CH:10][N:9]=[C:8]2[C:3]=1[CH:4]=[CH:5][C:6]([CH2:12][CH2:13][CH3:14])=[N:7]2.[NH2:15][C:16]1[CH:21]=[C:20]([CH3:22])[CH:19]=[CH:18][C:17]=1[S:23][C:24]1[CH:25]=[C:26]([NH:30][C:31](=[O:33])[CH3:32])[CH:27]=[CH:28][CH:29]=1. The catalyst is CCO. The product is [CH3:22][C:20]1[CH:19]=[CH:18][C:17]([S:23][C:24]2[CH:25]=[C:26]([NH:30][C:31](=[O:33])[CH3:32])[CH:27]=[CH:28][CH:29]=2)=[C:16]([NH:15][C:2]2[C:3]3[C:8](=[N:7][C:6]([CH2:12][CH2:13][CH3:14])=[CH:5][CH:4]=3)[N:9]=[CH:10][CH:11]=2)[CH:21]=1. The yield is 0.740. (2) The reactants are Br[C:2]1[CH:3]=[CH:4][C:5]2[NH:6][C:7]3[C:12]([C:13]=2[CH:14]=1)=[CH:11][C:10](Br)=[CH:9][CH:8]=3.[C:16]1([N:22]2[C:34]3[CH:33]=[CH:32][C:31](B(O)O)=[CH:30][C:29]=3[C:28]3[C:23]2=[CH:24][CH:25]=[CH:26][CH:27]=3)[CH:21]=[CH:20][CH:19]=[CH:18][CH:17]=1.[C:53]1([CH3:58])[CH:54]=[CH:55][CH:56]=[CH:57][C:52]=1P([C:52]1[CH:57]=[CH:56][CH:55]=[CH:54][C:53]=1[CH3:58])[C:52]1[CH:57]=[CH:56][CH:55]=[CH:54][C:53]=1[CH3:58].C(=O)([O-])[O-].[K+].[K+]. The catalyst is C([O-])(=O)C.[Pd+2].C([O-])(=O)C.C1(C)C=CC=CC=1.C(O)C. The product is [C:16]1([N:22]2[C:34]3[CH:33]=[CH:32][C:31]([C:2]4[CH:3]=[CH:4][C:5]5[NH:6][C:7]6[C:12]([C:13]=5[CH:14]=4)=[CH:11][C:10]([C:55]4[CH:56]=[CH:57][C:52]5[N:6]([C:5]7[CH:4]=[CH:3][CH:2]=[CH:14][CH:13]=7)[C:7]7[C:58]([C:53]=5[CH:54]=4)=[CH:11][CH:10]=[CH:9][CH:8]=7)=[CH:9][CH:8]=6)=[CH:30][C:29]=3[C:28]3[C:23]2=[CH:24][CH:25]=[CH:26][CH:27]=3)[CH:21]=[CH:20][CH:19]=[CH:18][CH:17]=1. The yield is 0.600. (3) The reactants are [NH2:1][C:2]1[CH:7]=[CH:6][C:5]([N:8]2[C:12]3=[N:13][CH:14]=[N:15][C:16]([NH2:17])=[C:11]3[CH:10]=[N:9]2)=[CH:4][CH:3]=1.[S:18]1[CH:22]=[CH:21][CH:20]=[C:19]1[S:23](Cl)(=[O:25])=[O:24].C(N(C(C)C)CC)(C)C.CN(C=O)C. The catalyst is CO. The product is [NH2:17][C:16]1[N:15]=[CH:14][N:13]=[C:12]2[N:8]([C:5]3[CH:6]=[CH:7][C:2]([NH:1][S:23]([C:19]4[S:18][CH:22]=[CH:21][CH:20]=4)(=[O:25])=[O:24])=[CH:3][CH:4]=3)[N:9]=[CH:10][C:11]=12. The yield is 0.750. (4) The reactants are NC1(C2C=CC(C3C(=O)C4C(=CC=C(F)C=4)OC=3C3C=CC=CC=3)=CC=2)CCC1.C(OC(=O)[NH:36][C:37]1([C:41]2[CH:46]=[CH:45][C:44]([C:47]3[C:48](=[O:67])[C:49]4[C:54]([O:55][C:56]=3[C:57]3[CH:62]=[CH:61][CH:60]=[CH:59][CH:58]=3)=[C:53]3[N:63]([CH3:66])[N:64]=[CH:65][C:52]3=[CH:51][CH:50]=4)=[CH:43][CH:42]=2)[CH2:40][CH2:39][CH2:38]1)(C)(C)C. No catalyst specified. The product is [NH2:36][C:37]1([C:41]2[CH:42]=[CH:43][C:44]([C:47]3[C:48](=[O:67])[C:49]4[C:54]([O:55][C:56]=3[C:57]3[CH:62]=[CH:61][CH:60]=[CH:59][CH:58]=3)=[C:53]3[N:63]([CH3:66])[N:64]=[CH:65][C:52]3=[CH:51][CH:50]=4)=[CH:45][CH:46]=2)[CH2:40][CH2:39][CH2:38]1. The yield is 0.670. (5) The reactants are [CH3:1][C:2]([CH3:36])([CH3:35])[C:3]([C:29]1[CH:30]=[N:31][CH:32]=[N:33][CH:34]=1)([O:19]B1OC(C)(C)C(C)(C)O1)[C:4]1[CH:9]=[CH:8][C:7](B2OC(C)(C)C(C)(C)O2)=[CH:6][N:5]=1.P([O-])([O-])([O-])=O.[K+].[K+].[K+].Br[C:46]1[CH:53]=[CH:52][C:51]([C:54]([C:57]#[N:58])([CH3:56])[CH3:55])=[CH:50][C:47]=1[C:48]#[N:49].O. The catalyst is C1(C)C=CC=CC=1.C(O)C.C1C=CC([P]([Pd]([P](C2C=CC=CC=2)(C2C=CC=CC=2)C2C=CC=CC=2)([P](C2C=CC=CC=2)(C2C=CC=CC=2)C2C=CC=CC=2)[P](C2C=CC=CC=2)(C2C=CC=CC=2)C2C=CC=CC=2)(C2C=CC=CC=2)C2C=CC=CC=2)=CC=1. The product is [C:57]([C:54]([C:51]1[CH:52]=[CH:53][C:46]([C:7]2[CH:6]=[N:5][C:4]([C:3]([OH:19])([C:29]3[CH:30]=[N:31][CH:32]=[N:33][CH:34]=3)[C:2]([CH3:1])([CH3:36])[CH3:35])=[CH:9][CH:8]=2)=[C:47]([CH:50]=1)[C:48]#[N:49])([CH3:56])[CH3:55])#[N:58]. The yield is 0.490. (6) The catalyst is ClCCl.ClCCl.CS(C)=O. The product is [C:21]1([C:15]2[CH:16]=[CH:17][C:18]([CH:19]=[O:20])=[C:13]([CH:12]=[O:11])[CH:14]=2)[CH:26]=[CH:25][C:24]([CH:27]=[O:28])=[C:23]([CH:29]=[O:30])[CH:22]=1. The reactants are C(Cl)(=O)C(Cl)=O.CS(C)=O.[OH:11][CH2:12][C:13]1[CH:14]=[C:15]([C:21]2[CH:26]=[CH:25][C:24]([CH2:27][OH:28])=[C:23]([CH2:29][OH:30])[CH:22]=2)[CH:16]=[CH:17][C:18]=1[CH2:19][OH:20].C(N(CC)CC)C. The yield is 0.420. (7) The reactants are [C:1]([Si:5]([O:8][CH:9]([CH2:14][CH2:15][C:16]1[CH:21]=[CH:20][C:19]([C:22]([CH2:41][CH3:42])([C:25]2[CH:30]=[CH:29][C:28](B3OC(C)(C)C(C)(C)O3)=[C:27]([CH3:40])[CH:26]=2)[CH2:23][CH3:24])=[CH:18][C:17]=1[CH3:43])[C:10]([CH3:13])([CH3:12])[CH3:11])([CH3:7])[CH3:6])([CH3:4])([CH3:3])[CH3:2].C1(P(C2CCCCC2)C2C=CC=CC=2C2C(OC)=CC=CC=2OC)CCCCC1.P([O-])([O-])([O-])=O.[K+].[K+].[K+].[CH3:81][O:82][C:83](=[O:93])[C@@H:84]([C:86]1[CH:91]=[CH:90][CH:89]=[C:88](Cl)[CH:87]=1)[OH:85]. The catalyst is C1(C)C=CC=CC=1.O.C(OCC)C.C([O-])(=O)C.[Pd+2].C([O-])(=O)C. The product is [CH3:81][O:82][C:83](=[O:93])[C@@H:84]([C:86]1[CH:87]=[C:88]([C:28]2[CH:29]=[CH:30][C:25]([C:22]([C:19]3[CH:20]=[CH:21][C:16]([CH2:15][CH2:14][CH:9]([O:8][Si:5]([C:1]([CH3:4])([CH3:3])[CH3:2])([CH3:6])[CH3:7])[C:10]([CH3:13])([CH3:12])[CH3:11])=[C:17]([CH3:43])[CH:18]=3)([CH2:23][CH3:24])[CH2:41][CH3:42])=[CH:26][C:27]=2[CH3:40])[CH:89]=[CH:90][CH:91]=1)[OH:85]. The yield is 0.710. (8) The reactants are [Cl:1][C:2]1[CH:44]=[CH:43][C:5]([CH2:6][N:7]2[C:15]3[C:14](=[O:16])[N:13]([CH2:17][CH2:18][O:19]C4CCCCO4)[C:12](=[O:26])[N:11]([CH3:27])[C:10]=3[N:9]=[C:8]2[O:28][CH2:29][CH2:30][O:31][C:32]2[CH:37]=[CH:36][CH:35]=[C:34]([O:38][C:39]([F:42])([F:41])[F:40])[CH:33]=2)=[CH:4][CH:3]=1.C(=O)(O)[O-].[Na+]. The catalyst is CO.Cl. The product is [Cl:1][C:2]1[CH:3]=[CH:4][C:5]([CH2:6][N:7]2[C:15]3[C:14](=[O:16])[N:13]([CH2:17][CH2:18][OH:19])[C:12](=[O:26])[N:11]([CH3:27])[C:10]=3[N:9]=[C:8]2[O:28][CH2:29][CH2:30][O:31][C:32]2[CH:37]=[CH:36][CH:35]=[C:34]([O:38][C:39]([F:42])([F:40])[F:41])[CH:33]=2)=[CH:43][CH:44]=1. The yield is 0.256. (9) The reactants are [F:1][C:2]([F:42])([F:41])[C:3]1[CH:4]=[C:5]([C@H:13]([N:15]([CH3:40])[C:16]([N:18]2[CH2:31][CH2:30][C@@:21]3([NH:25][CH:24]([C:26]([O:28]C)=O)[CH2:23][CH2:22]3)[CH2:20][C@@H:19]2[C:32]2[CH:37]=[CH:36][C:35]([F:38])=[CH:34][C:33]=2[CH3:39])=[O:17])[CH3:14])[CH:6]=[C:7]([C:9]([F:12])([F:11])[F:10])[CH:8]=1.CCOC(C)=O.C(Cl)Cl.[NH3:52]. The catalyst is CO. The product is [F:10][C:9]([F:12])([F:11])[C:7]1[CH:6]=[C:5]([C@H:13]([N:15]([CH3:40])[C:16]([N:18]2[CH2:31][CH2:30][C@@:21]3([NH:25][CH:24]([C:26]([NH2:52])=[O:28])[CH2:23][CH2:22]3)[CH2:20][C@@H:19]2[C:32]2[CH:37]=[CH:36][C:35]([F:38])=[CH:34][C:33]=2[CH3:39])=[O:17])[CH3:14])[CH:4]=[C:3]([C:2]([F:1])([F:41])[F:42])[CH:8]=1. The yield is 0.800.